Dataset: Reaction yield outcomes from USPTO patents with 853,638 reactions. Task: Predict the reaction yield, written as a fraction of the theoretical maximum amount of product (1.0 means a 100% yield; for example, 0.34 means a 34% yield). The reactants are Br[C:2]1[C:14]2[C:13]3[C:8](=[CH:9][C:10]([C:15]([OH:18])([CH3:17])[CH3:16])=[CH:11][CH:12]=3)[NH:7][C:6]=2[C:5]([C:19]([NH2:21])=[O:20])=[CH:4][C:3]=1[Cl:22].[F:23][C:24]1[CH:25]=[CH:26][CH:27]=[C:28]2[C:33]=1[NH:32][C:31](=[O:34])[N:30]([C:35]1[CH:40]=[CH:39][CH:38]=[C:37](B3OC(C)(C)C(C)(C)O3)[C:36]=1[CH3:50])[C:29]2=[O:51].C([O-])([O-])=O.[Cs+].[Cs+]. The catalyst is O1CCOCC1.O.CCOC(C)=O.C1C=CC(P(C2C=CC=CC=2)[C-]2C=CC=C2)=CC=1.C1C=CC(P(C2C=CC=CC=2)[C-]2C=CC=C2)=CC=1.Cl[Pd]Cl.[Fe+2].C(Cl)Cl. The product is [Cl:22][C:3]1[CH:4]=[C:5]([C:19]([NH2:21])=[O:20])[C:6]2[NH:7][C:8]3[C:13]([C:14]=2[C:2]=1[C:37]1[CH:38]=[CH:39][CH:40]=[C:35]([N:30]2[C:29](=[O:51])[C:28]4[C:33](=[C:24]([F:23])[CH:25]=[CH:26][CH:27]=4)[NH:32][C:31]2=[O:34])[C:36]=1[CH3:50])=[CH:12][CH:11]=[C:10]([C:15]([OH:18])([CH3:17])[CH3:16])[CH:9]=3. The yield is 0.670.